This data is from Catalyst prediction with 721,799 reactions and 888 catalyst types from USPTO. The task is: Predict which catalyst facilitates the given reaction. (1) Reactant: [Cl:1][C:2]1[CH:10]=[CH:9][C:8]([C:11]2[N:12]([C:22]([O:24][C:25]([CH3:28])([CH3:27])[CH3:26])=[O:23])[C:13]3[C:18]([CH:19]=2)=[CH:17][C:16](C=O)=[CH:15][CH:14]=3)=[C:7]2[C:3]=1[CH2:4][NH:5][C:6]2=[O:29].[NH:30]1[CH2:35][CH2:34]C[CH2:32][C:31]1=[O:36].C(O)(=O)C.C(O[BH-](OC(=O)C)OC(=O)C)(=O)C.[Na+].C(=O)([O-])[O-].[Na+].[Na+].[C:61](#[N:63])C. Product: [Cl:1][C:2]1[CH:10]=[CH:9][C:8]([C:11]2[N:12]([C:22]([O:24][C:25]([CH3:27])([CH3:26])[CH3:28])=[O:23])[C:13]3[C:18]([CH:19]=2)=[CH:17][C:16]([CH2:61][N:63]2[CH2:34][CH2:35][NH:30][C:31](=[O:36])[CH2:32]2)=[CH:15][CH:14]=3)=[C:7]2[C:3]=1[CH2:4][NH:5][C:6]2=[O:29]. The catalyst class is: 6. (2) Reactant: [OH:1][CH2:2][CH2:3][C:4]([NH:7][C:8](=[O:17])[O:9][CH2:10][C:11]1[CH:16]=[CH:15][CH:14]=[CH:13][CH:12]=1)([CH3:6])[CH3:5]. Product: [CH3:6][C:4]([NH:7][C:8](=[O:17])[O:9][CH2:10][C:11]1[CH:16]=[CH:15][CH:14]=[CH:13][CH:12]=1)([CH2:3][CH:2]=[O:1])[CH3:5]. The catalyst class is: 425. (3) Reactant: Cl[C:2]1[C:3]([CH2:22][O:23][CH:24]2[CH2:29][CH2:28][CH2:27][CH2:26][O:25]2)=[C:4]2[C:8](=[C:9]([CH3:11])[CH:10]=1)[N:7]([S:12]([C:15]1[CH:21]=[CH:20][C:18]([CH3:19])=[CH:17][CH:16]=1)(=[O:14])=[O:13])[CH:6]=[CH:5]2.C(=O)([O-])[O-].[Cs+].[Cs+].[CH2:36]([B-](F)(F)F)[CH3:37].[K+].O. The catalyst class is: 258. Product: [CH2:36]([C:2]1[C:3]([CH2:22][O:23][CH:24]2[CH2:29][CH2:28][CH2:27][CH2:26][O:25]2)=[C:4]2[C:8](=[C:9]([CH3:11])[CH:10]=1)[N:7]([S:12]([C:15]1[CH:21]=[CH:20][C:18]([CH3:19])=[CH:17][CH:16]=1)(=[O:14])=[O:13])[CH:6]=[CH:5]2)[CH3:37]. (4) Reactant: [N+:1]([C:4]1[CH:5]=[C:6]([CH:12]=[CH:13][CH:14]=1)[CH:7]=[CH:8][C:9](Cl)=[O:10])([O-:3])=[O:2].[N+:15]([C:18]1[CH:19]=[C:20]([OH:24])[CH:21]=[CH:22][CH:23]=1)([O-:17])=[O:16].N1C=CC=CC=1. Product: [N+:15]([C:18]1[CH:19]=[C:20]([O:24][C:9](=[O:10])[CH:8]=[CH:7][C:6]2[CH:12]=[CH:13][CH:14]=[C:4]([N+:1]([O-:3])=[O:2])[CH:5]=2)[CH:21]=[CH:22][CH:23]=1)([O-:17])=[O:16]. The catalyst class is: 21. (5) Reactant: [N:1]1[CH:6]=[CH:5][N:4]=[CH:3][C:2]=1[C:7]1[CH:12]=[CH:11][C:10]([CH2:13][C:14]([OH:16])=O)=[CH:9][CH:8]=1.[Cl-].[Cl-].[NH3+:19][C@@H:20]([C:22]1[CH:27]=[CH:26][C:25]([O:28][CH2:29][C:30]([F:33])([F:32])[F:31])=[CH:24][NH+:23]=1)[CH3:21].C1C=NC2N(O)N=NC=2C=1.C(Cl)CCl.CCN(C(C)C)C(C)C. Product: [N:1]1[CH:6]=[CH:5][N:4]=[CH:3][C:2]=1[C:7]1[CH:8]=[CH:9][C:10]([CH2:13][C:14]([NH:19][C@@H:20]([C:22]2[CH:27]=[CH:26][C:25]([O:28][CH2:29][C:30]([F:33])([F:31])[F:32])=[CH:24][N:23]=2)[CH3:21])=[O:16])=[CH:11][CH:12]=1. The catalyst class is: 2. (6) Reactant: [S:1]([O:8]S(C(F)(F)F)(=O)=O)([C:4]([F:7])([F:6])[F:5])(=[O:3])=[O:2].O[C:17]1[CH:26]=[C:25]([CH3:27])[CH:24]=[CH:23][C:18]=1[C:19]([O:21][CH3:22])=[O:20]. Product: [F:5][C:4]([F:7])([F:6])[S:1]([O:8][C:17]1[CH:26]=[C:25]([CH3:27])[CH:24]=[CH:23][C:18]=1[C:19]([O:21][CH3:22])=[O:20])(=[O:3])=[O:2]. The catalyst class is: 17.